From a dataset of Full USPTO retrosynthesis dataset with 1.9M reactions from patents (1976-2016). Predict the reactants needed to synthesize the given product. (1) Given the product [ClH:1].[Cl:1][C:2]1[CH:7]=[C:6]([N+:8]([O-:10])=[O:9])[CH:5]=[CH:4][C:3]=1[C:11]1[O:12][C:13]2[C:18]([C:19](=[O:21])[CH:20]=1)=[C:17]([OH:22])[CH:16]=[C:15]([OH:23])[C:14]=2[C@@H:24]1[CH2:28][CH2:27][N:26]([CH3:29])[C@H:25]1[CH2:30][OH:31], predict the reactants needed to synthesize it. The reactants are: [Cl:1][C:2]1[CH:7]=[C:6]([N+:8]([O-:10])=[O:9])[CH:5]=[CH:4][C:3]=1[C:11]1[O:12][C:13]2[C:18]([C:19](=[O:21])[CH:20]=1)=[C:17]([OH:22])[CH:16]=[C:15]([OH:23])[C:14]=2[C@@H:24]1[CH2:28][CH2:27][N:26]([CH3:29])[C@H:25]1[CH2:30][OH:31].Cl. (2) Given the product [CH2:5]([O:12][CH:13]([CH:38]([C:45]1[CH:46]=[CH:47][CH:48]=[CH:49][CH:50]=1)[C:39]1[CH:40]=[CH:41][CH:42]=[CH:43][CH:44]=1)[C:14]([NH:16][C:17]1[CH:22]=[CH:21][CH:20]=[C:19]([F:23])[C:18]=1[CH2:24][CH2:25][C@H:26]([NH:27][S:29]([C:32]1[CH:33]=[CH:34][CH:35]=[CH:36][CH:37]=1)(=[O:30])=[O:31])[CH2:28][NH:4][CH2:3][CH2:1][OH:2])=[O:15])[C:6]1[CH:11]=[CH:10][CH:9]=[CH:8][CH:7]=1, predict the reactants needed to synthesize it. The reactants are: [CH2:1]([CH2:3][NH2:4])[OH:2].[CH2:5]([O:12][CH:13]([CH:38]([C:45]1[CH:50]=[CH:49][CH:48]=[CH:47][CH:46]=1)[C:39]1[CH:44]=[CH:43][CH:42]=[CH:41][CH:40]=1)[C:14]([NH:16][C:17]1[CH:22]=[CH:21][CH:20]=[C:19]([F:23])[C:18]=1[CH2:24][CH2:25][CH:26]1[CH2:28][N@@:27]1[S:29]([C:32]1[CH:37]=[CH:36][CH:35]=[CH:34][CH:33]=1)(=[O:31])=[O:30])=[O:15])[C:6]1[CH:11]=[CH:10][CH:9]=[CH:8][CH:7]=1. (3) Given the product [F:1][C:2]1[C:7]([C:8]2[NH:12][CH:11]=[C:10]([CH2:22][N:23]([CH3:31])[C:24](=[O:30])[O:25][C:26]([CH3:27])([CH3:28])[CH3:29])[CH:9]=2)=[CH:6][CH:5]=[CH:4][N:3]=1, predict the reactants needed to synthesize it. The reactants are: [F:1][C:2]1[C:7]([C:8]2[N:12](S(C3C=NC=CC=3)(=O)=O)[CH:11]=[C:10]([CH2:22][N:23]([CH3:31])[C:24](=[O:30])[O:25][C:26]([CH3:29])([CH3:28])[CH3:27])[CH:9]=2)=[CH:6][CH:5]=[CH:4][N:3]=1.[OH-].[Na+]. (4) Given the product [OH:2][C:3]1[CH:8]=[CH:7][C:6]2[C:9]3[N:10]([CH2:23][CH2:24][CH2:25][CH2:26][CH2:27][N:28]4[CH2:29][CH2:30][CH2:31][CH2:32]4)[C:11]4[C:16]([C:17]=3[CH2:18][CH2:19][S:20][C:5]=2[CH:4]=1)=[CH:15][C:14]([OH:21])=[CH:13][CH:12]=4, predict the reactants needed to synthesize it. The reactants are: C[O:2][C:3]1[CH:8]=[CH:7][C:6]2[C:9]3[N:10]([CH2:23][CH2:24][CH2:25][CH2:26][CH2:27][N:28]4C[CH2:32][CH2:31][CH2:30][CH2:29]4)[C:11]4[C:16]([C:17]=3[CH2:18][CH2:19][S:20][C:5]=2[CH:4]=1)=[CH:15][C:14]([O:21]C)=[CH:13][CH:12]=4. (5) Given the product [CH:42]1([C:45]2[CH:50]=[CH:49][C:48]([CH2:51][O:52][CH3:53])=[CH:47][C:46]=2[CH2:54][NH:55][C:22]([NH:7][C:6]2[N:5]([C:8]3[CH:13]=[CH:12][CH:11]=[CH:10][CH:9]=3)[N:4]=[C:3]([C:14]3[CH:15]=[N:16][C:17]([CH3:20])=[N:18][CH:19]=3)[C:2]=2[CH3:1])=[O:24])[CH2:43][CH2:44]1, predict the reactants needed to synthesize it. The reactants are: [CH3:1][C:2]1[C:3]([C:14]2[CH:15]=[N:16][C:17]([CH3:20])=[N:18][CH:19]=2)=[N:4][N:5]([C:8]2[CH:13]=[CH:12][CH:11]=[CH:10][CH:9]=2)[C:6]=1[NH2:7].Cl[C:22](Cl)([O:24]C(=O)OC(Cl)(Cl)Cl)Cl.C(N(C(C)C)CC)(C)C.[CH:42]1([C:45]2[CH:50]=[CH:49][C:48]([CH2:51][O:52][CH3:53])=[CH:47][C:46]=2[CH2:54][NH2:55])[CH2:44][CH2:43]1. (6) Given the product [OH:1][CH2:2][C@H:3]1[N:8]([C:11]2[CH:16]=[CH:15][CH:14]=[CH:13][CH:12]=2)[C:7](=[O:9])[CH2:6][CH2:5][CH2:4]1, predict the reactants needed to synthesize it. The reactants are: [OH:1][CH2:2][C@H:3]1[NH:8][C:7](=[O:9])[CH2:6][CH2:5][CH2:4]1.I[C:11]1[CH:16]=[CH:15][CH:14]=[CH:13][CH:12]=1.CN(C)CCN.[O-]P([O-])([O-])=O.[K+].[K+].[K+]. (7) Given the product [CH3:18][C@@:12]1([C:7]2[CH:6]=[CH:5][C:4]3[C:9](=[CH:10][CH:11]=[C:2]([O:1][CH:30]4[CH2:31][CH2:32][CH:27]([CH2:24][CH2:25][CH3:26])[CH2:28][CH2:29]4)[CH:3]=3)[CH:8]=2)[CH2:16][O:15][C:14](=[O:17])[NH:13]1, predict the reactants needed to synthesize it. The reactants are: [OH:1][C:2]1[CH:3]=[C:4]2[C:9](=[CH:10][CH:11]=1)[CH:8]=[C:7]([C@:12]1([CH3:18])[CH2:16][O:15][C:14](=[O:17])[NH:13]1)[CH:6]=[CH:5]2.O1CCCC1.[CH2:24]([CH:27]1[CH2:32][CH2:31][CH:30](O)[CH2:29][CH2:28]1)[CH2:25][CH3:26].C1(P(C2C=CC=CC=2)C2C=CC=CC=2)C=CC=CC=1.N(C(OC(C)C)=O)=NC(OC(C)C)=O. (8) Given the product [O:23]=[C:9]1[NH:8][C:4]2[N:5]=[CH:6][N:7]=[CH:2][C:3]=2[C@:10]21[CH2:18][C:17]1[C:12](=[CH:13][CH:14]=[C:15]([C:19]([O:21][CH3:22])=[O:20])[CH:16]=1)[CH2:11]2.[ClH:1].[CH2:24]([N:26]([CH2:29][CH3:30])[CH2:27][CH3:28])[CH3:25], predict the reactants needed to synthesize it. The reactants are: [Cl:1][C:2]1[C:3]2[C@@:10]3([CH2:18][C:17]4[C:12](=[CH:13][CH:14]=[C:15]([C:19]([O:21][CH3:22])=[O:20])[CH:16]=4)[CH2:11]3)[C:9](=[O:23])[NH:8][C:4]=2[N:5]=[CH:6][N:7]=1.[CH2:24]([N:26]([CH2:29][CH3:30])[CH2:27][CH3:28])[CH3:25].